From a dataset of Reaction yield outcomes from USPTO patents with 853,638 reactions. Predict the reaction yield, written as a fraction of the theoretical maximum amount of product (1.0 means a 100% yield; for example, 0.34 means a 34% yield). The reactants are [N:1]1[CH:6]=[CH:5][N:4]=[CH:3][C:2]=1[C@:7]12[CH2:15][NH:14][CH2:13][C@H:12]1[CH2:11][S:10][C:9]([NH:16][C:17](=[O:24])[C:18]1[CH:23]=[CH:22][CH:21]=[CH:20][CH:19]=1)=[N:8]2.Cl[C:26]1[N:31]=[C:30]([C:32]([OH:35])([CH3:34])[CH3:33])[C:29]([F:36])=[CH:28][N:27]=1.C(N(C(C)C)CC)(C)C. The catalyst is O1CCOCC1. The product is [F:36][C:29]1[C:30]([C:32]([OH:35])([CH3:33])[CH3:34])=[N:31][C:26]([N:14]2[CH2:13][C@@H:12]3[C@@:7]([C:2]4[CH:3]=[N:4][CH:5]=[CH:6][N:1]=4)([N:8]=[C:9]([NH:16][C:17](=[O:24])[C:18]4[CH:23]=[CH:22][CH:21]=[CH:20][CH:19]=4)[S:10][CH2:11]3)[CH2:15]2)=[N:27][CH:28]=1. The yield is 0.980.